From a dataset of Full USPTO retrosynthesis dataset with 1.9M reactions from patents (1976-2016). Predict the reactants needed to synthesize the given product. (1) Given the product [I-:1].[CH2:2]([N+:5]1([CH3:22])[CH2:10][CH2:9][N:8]([C:11](=[O:21])[NH:12][C:13]2[CH:18]=[C:17]([Cl:19])[CH:16]=[C:15]([Cl:20])[CH:14]=2)[CH2:7][CH2:6]1)[CH2:3][CH3:4], predict the reactants needed to synthesize it. The reactants are: [I-:1].[CH2:2]([N+:5]1([CH3:22])[CH2:10][CH2:9][N:8]([C:11](=[O:21])[NH:12][C:13]2[CH:18]=[C:17]([Cl:19])[CH:16]=[C:15]([Cl:20])[CH:14]=2)[CH2:7][CH2:6]1)[CH:3]=[CH2:4].[I-].OCC[N+]1(C)CCN(C(=O)NC2C=C(Cl)C=C(Cl)C=2)CC1.[Cl-].OCC[N+]1(C)CCN(C(=O)NC2C=C(Cl)C=C(Cl)C=2)CC1.[Br-].OCC[N+]1(C)CCN(C(=O)NC2C=C(Cl)C=C(Cl)C=2)CC1.[Br-].C([N+]1(C)CCN(C(=O)NC2C=C(Cl)C=C(Cl)C=2)CC1)CC.[Br-].C1(C[N+]2(C)CCN(C(=O)NC3C=C(Cl)C=C(Cl)C=3)CC2)CC1.[Br-].C([N+]1(C)CCN(C(=O)NC2C=C(Cl)C=C(Cl)C=2)CC1)C1C=CC=CC=1.[I-].C[N+]1(C)CCCN(C(=O)NC2C=C(Cl)C=C(Cl)C=2)CC1.[I-].C([N+]1(C)CCCN(C(=O)NC2C=C(Cl)C=C(Cl)C=2)CC1)C=C. (2) Given the product [Cl:4][C:5]1[CH:10]=[CH:9][C:8]([C:11]2[N:16]=[C:15]([Cl:17])[C:14]([Cl:18])=[C:13]([C:19]([O:21][CH3:3])=[O:20])[N:12]=2)=[C:7]([F:22])[C:6]=1[O:23][CH3:24], predict the reactants needed to synthesize it. The reactants are: [N+](=[CH2:3])=[N-].[Cl:4][C:5]1[CH:10]=[CH:9][C:8]([C:11]2[N:16]=[C:15]([Cl:17])[C:14]([Cl:18])=[C:13]([C:19]([OH:21])=[O:20])[N:12]=2)=[C:7]([F:22])[C:6]=1[O:23][CH3:24]. (3) Given the product [CH:18]1([NH:21][C:22](=[O:39])[C:23]2[CH:28]=[CH:27][C:26]([CH3:29])=[C:25]([C:2]3[CH:10]=[C:9]4[C:5]([C:6]([C:11]5[CH:16]=[CH:15][C:14]([F:17])=[CH:13][CH:12]=5)=[N:7][NH:8]4)=[CH:4][CH:3]=3)[CH:24]=2)[CH2:19][CH2:20]1, predict the reactants needed to synthesize it. The reactants are: Br[C:2]1[CH:10]=[C:9]2[C:5]([C:6]([C:11]3[CH:16]=[CH:15][C:14]([F:17])=[CH:13][CH:12]=3)=[N:7][NH:8]2)=[CH:4][CH:3]=1.[CH:18]1([NH:21][C:22](=[O:39])[C:23]2[CH:28]=[CH:27][C:26]([CH3:29])=[C:25](B3OC(C)(C)C(C)(C)O3)[CH:24]=2)[CH2:20][CH2:19]1.C(=O)([O-])O.[Na+].